From a dataset of Full USPTO retrosynthesis dataset with 1.9M reactions from patents (1976-2016). Predict the reactants needed to synthesize the given product. Given the product [CH:42]1([CH2:45][N:25]2[CH2:24][CH2:23][N:22]([C:19]3[CH:18]=[CH:17][C:16]([NH:15]/[CH:14]=[C:5]4\[C:6](=[O:13])[NH:7][C:8](=[O:12])[C:9]5[C:4]\4=[CH:3][C:2]([I:1])=[CH:11][CH:10]=5)=[CH:21][CH:20]=3)[CH2:27][CH2:26]2)[CH2:44][CH2:43]1, predict the reactants needed to synthesize it. The reactants are: [I:1][C:2]1[CH:3]=[C:4]2[C:9](=[CH:10][CH:11]=1)[C:8](=[O:12])[NH:7][C:6](=[O:13])/[C:5]/2=[CH:14]\[NH:15][C:16]1[CH:21]=[CH:20][C:19]([N:22]2[CH2:27][CH2:26][NH:25][CH2:24][CH2:23]2)=[CH:18][CH:17]=1.C(O[BH-](OC(=O)C)OC(=O)C)(=O)C.[Na+].[CH:42]1([CH:45]=O)[CH2:44][CH2:43]1.C(O)(=O)C.C(=O)(O)[O-].[Na+].